From a dataset of Reaction yield outcomes from USPTO patents with 853,638 reactions. Predict the reaction yield, written as a fraction of the theoretical maximum amount of product (1.0 means a 100% yield; for example, 0.34 means a 34% yield). (1) The reactants are [CH3:1][C@H:2]1[NH:7][C@@H:6]([CH3:8])[CH2:5][N:4]([C:9]2[CH:14]=[CH:13][C:12]([NH:15][C:16]3[N:21]=[CH:20][C:19]([CH2:22][CH2:23][C:24]4[CH:25]=[C:26]([CH:31]=[C:32]([O:35][CH3:36])[C:33]=4[F:34])[C:27]([O:29]C)=[O:28])=[CH:18][N:17]=3)=[CH:11][CH:10]=2)[CH2:3]1.[OH-].[Na+].Cl. The catalyst is CO. The product is [CH3:1][C@H:2]1[NH:7][C@@H:6]([CH3:8])[CH2:5][N:4]([C:9]2[CH:14]=[CH:13][C:12]([NH:15][C:16]3[N:17]=[CH:18][C:19]([CH2:22][CH2:23][C:24]4[CH:25]=[C:26]([CH:31]=[C:32]([O:35][CH3:36])[C:33]=4[F:34])[C:27]([OH:29])=[O:28])=[CH:20][N:21]=3)=[CH:11][CH:10]=2)[CH2:3]1. The yield is 0.412. (2) The reactants are [N:1]1[CH:6]=[CH:5][CH:4]=[CH:3][C:2]=1[C:7]1[N:11]=[C:10]([C:12]2[CH:17]=[C:16](Br)[CH:15]=[CH:14][C:13]=2[O:19][CH3:20])[O:9][N:8]=1.B1([C:27]2[CH:32]=[CH:31][CH:30]=[N:29][CH:28]=2)OCCCO1.C(=O)([O-])[O-].[Na+].[Na+]. The catalyst is C1C=CC([P]([Pd]([P](C2C=CC=CC=2)(C2C=CC=CC=2)C2C=CC=CC=2)([P](C2C=CC=CC=2)(C2C=CC=CC=2)C2C=CC=CC=2)[P](C2C=CC=CC=2)(C2C=CC=CC=2)C2C=CC=CC=2)(C2C=CC=CC=2)C2C=CC=CC=2)=CC=1.COCCOC. The product is [N:1]1[CH:6]=[CH:5][CH:4]=[CH:3][C:2]=1[C:7]1[N:11]=[C:10]([C:12]2[CH:17]=[C:16]([C:27]3[CH:28]=[N:29][CH:30]=[CH:31][CH:32]=3)[CH:15]=[CH:14][C:13]=2[O:19][CH3:20])[O:9][N:8]=1. The yield is 0.320. (3) The reactants are CS(C)=O.C(Cl)(=O)C(Cl)=O.[OH:11][CH:12]1[C:16]2[N:17]=[CH:18][N:19]=[C:20]([N:21]3[CH2:26][CH2:25][N:24]([C:27]([O:29][C:30]([CH3:33])([CH3:32])[CH3:31])=[O:28])[CH2:23][CH2:22]3)[C:15]=2[C@H:14]([CH3:34])[CH2:13]1.C(N(CC)CC)C. The catalyst is C(Cl)Cl.CCOC(C)=O.O. The product is [CH3:34][C@H:14]1[C:15]2[C:20]([N:21]3[CH2:26][CH2:25][N:24]([C:27]([O:29][C:30]([CH3:33])([CH3:32])[CH3:31])=[O:28])[CH2:23][CH2:22]3)=[N:19][CH:18]=[N:17][C:16]=2[C:12](=[O:11])[CH2:13]1. The yield is 0.823. (4) The reactants are [CH3:1][NH:2][CH3:3].[CH2:4]=O.[N+:6]([C:9]1[CH:17]=[C:16]2[C:12]([CH:13]=[CH:14][NH:15]2)=[CH:11][CH:10]=1)([O-:8])=[O:7].[OH-].[Na+]. The catalyst is C(O)(=O)C. The product is [CH3:1][N:2]([CH3:4])[CH2:3][C:13]1[C:12]2[C:16](=[CH:17][C:9]([N+:6]([O-:8])=[O:7])=[CH:10][CH:11]=2)[NH:15][CH:14]=1. The yield is 0.870.